Dataset: Reaction yield outcomes from USPTO patents with 853,638 reactions. Task: Predict the reaction yield, written as a fraction of the theoretical maximum amount of product (1.0 means a 100% yield; for example, 0.34 means a 34% yield). (1) The reactants are F[C:2](F)(F)[C:3]([OH:5])=O.F[C:9](F)(F)[C:10]([OH:12])=O.[NH2:15][C:16]1[N:21]=[CH:20][N:19]=[C:18]2[N:22]([CH:26]([C:28]3[CH:35]=[C:34](C)[C:31]([C:32]#[N:33])=[C:30]([CH:37]4CNC4)[C:29]=3OCC)[CH3:27])[N:23]=[C:24]([CH3:25])[C:17]=12.C[CH2:45][N:46](C(C)C)[CH:47](C)C.O1[CH2:55][CH2:54]1.O1CCC[CH2:57]1. No catalyst specified. The product is [NH2:15][C:16]1[N:21]=[CH:20][N:19]=[C:18]2[N:22]([CH:26]([C:28]3[CH:29]=[C:30]([CH3:37])[C:31]([C:32]#[N:33])=[C:34]([CH:55]4[CH2:54][N:46]([CH2:47][C:10]([OH:12])([CH3:9])[CH3:57])[CH2:45]4)[C:35]=3[O:5][CH2:3][CH3:2])[CH3:27])[N:23]=[C:24]([CH3:25])[C:17]=12. The yield is 0.500. (2) The reactants are C[O:2][C:3](=[O:25])[CH2:4][NH:5][CH:6]1[CH2:11][CH2:10][N:9]([C:12]2[CH:17]=[CH:16][C:15]([O:18][C:19]3[CH:24]=[CH:23][CH:22]=[CH:21][CH:20]=3)=[CH:14][CH:13]=2)[CH2:8][CH2:7]1.[OH-].[Na+:27]. No catalyst specified. The product is [Na+:27].[O:18]([C:15]1[CH:14]=[CH:13][C:12]([N:9]2[CH2:8][CH2:7][CH:6]([NH:5][CH2:4][C:3]([O-:25])=[O:2])[CH2:11][CH2:10]2)=[CH:17][CH:16]=1)[C:19]1[CH:20]=[CH:21][CH:22]=[CH:23][CH:24]=1. The yield is 0.940. (3) The reactants are [C:1]([O:5][C:6](=[O:21])[NH:7][C:8]1[CH:13]=[CH:12][C:11]([CH:14]2[CH2:19][NH:18][C:17](=[O:20])[NH:16][CH2:15]2)=[CH:10][CH:9]=1)([CH3:4])([CH3:3])[CH3:2].C1C(=O)N([Br:29])C(=O)C1. The catalyst is CC#N. The product is [C:1]([O:5][C:6](=[O:21])[NH:7][C:8]1[CH:9]=[CH:10][C:11]([CH:14]2[CH2:19][NH:18][C:17](=[O:20])[NH:16][CH2:15]2)=[CH:12][C:13]=1[Br:29])([CH3:4])([CH3:2])[CH3:3]. The yield is 0.320. (4) The product is [OH:37][CH2:36][C:17]1[C:18]([N:22]2[C:34](=[O:35])[C:33]3[S:32][C:31]4[CH2:30][CH2:29][CH2:28][CH2:27][C:26]=4[C:25]=3[CH:24]=[N:23]2)=[N:19][CH:20]=[CH:21][C:16]=1[C:4]1[CH:5]=[C:6]([NH:9][C:10]2[CH:15]=[CH:14][CH:13]=[CH:12][N:11]=2)[C:7](=[O:8])[N:2]([CH3:1])[CH:3]=1. The yield is 0.560. The reactants are [CH3:1][N:2]1[C:7](=[O:8])[C:6]([NH:9][C:10]2[CH:15]=[CH:14][CH:13]=[CH:12][N:11]=2)=[CH:5][C:4]([C:16]2[CH:21]=[CH:20][N:19]=[C:18]([N:22]3[C:34](=[O:35])[C:33]4[S:32][C:31]5[CH2:30][CH2:29][CH2:28][CH2:27][C:26]=5[C:25]=4[CH:24]=[N:23]3)[C:17]=2[CH:36]=[O:37])=[CH:3]1.[BH4-].[Na+]. The catalyst is CO. (5) The reactants are [Cl:1][C:2]1[C:3]2[CH2:10][C:9](=[O:11])[NH:8][C:4]=2[N:5]=[CH:6][N:7]=1.[N:12]1([CH2:18][CH2:19][NH:20][C:21]([C:23]2[NH:24][C:25]([CH:29]=O)=[C:26]([CH3:28])[CH:27]=2)=[O:22])[CH2:17][CH2:16][O:15][CH2:14][CH2:13]1. No catalyst specified. The product is [N:12]1([CH2:18][CH2:19][NH:20][C:21]([C:23]2[NH:24][C:25]([CH:29]=[C:10]3[C:3]4[C:2]([Cl:1])=[N:7][CH:6]=[N:5][C:4]=4[NH:8][C:9]3=[O:11])=[C:26]([CH3:28])[CH:27]=2)=[O:22])[CH2:13][CH2:14][O:15][CH2:16][CH2:17]1. The yield is 0.260. (6) The reactants are [OH:1][C:2]1[CH:9]=[CH:8][C:5]([C:6]#[N:7])=[CH:4][CH:3]=1.O[CH2:11][CH2:12][CH2:13][CH2:14][CH2:15][CH2:16][O:17][C:18]1[C:27]2[C:22](=[CH:23][CH:24]=[CH:25][CH:26]=2)[C:21](=[O:28])[C:20](=[O:29])[CH:19]=1.C1C=CC(P(C2C=CC=CC=2)C2C=CC=CC=2)=CC=1.CCOC(/N=N/C(OCC)=O)=O. The catalyst is O1CCOCC1. The product is [C:6]([C:5]1[CH:8]=[CH:9][C:2]([O:1][CH2:11][CH2:12][CH2:13][CH2:14][CH2:15][CH2:16][O:17][C:18]2[C:27]3[C:22](=[CH:23][CH:24]=[CH:25][CH:26]=3)[C:21](=[O:28])[C:20](=[O:29])[CH:19]=2)=[CH:3][CH:4]=1)#[N:7]. The yield is 0.530.